From a dataset of Forward reaction prediction with 1.9M reactions from USPTO patents (1976-2016). Predict the product of the given reaction. Given the reactants [CH:1]1([CH2:6][CH:7]([N:11]2[C:16](=[O:17])[CH:15]=[C:14]([O:18][C:19]3[CH:24]=[CH:23][CH:22]=[CH:21][C:20]=3[O:25][C:26]([F:29])([F:28])[F:27])[CH:13]=[N:12]2)[C:8]([OH:10])=O)[CH2:5][CH2:4][CH2:3][CH2:2]1.[CH3:30][C:31]1([CH3:43])[O:35][C@H:34]([CH2:36][N:37]2[CH:41]=[CH:40][C:39]([NH2:42])=[N:38]2)[CH2:33][O:32]1, predict the reaction product. The product is: [CH:1]1([CH2:6][CH:7]([N:11]2[C:16](=[O:17])[CH:15]=[C:14]([O:18][C:19]3[CH:24]=[CH:23][CH:22]=[CH:21][C:20]=3[O:25][C:26]([F:28])([F:27])[F:29])[CH:13]=[N:12]2)[C:8]([NH:42][C:39]2[CH:40]=[CH:41][N:37]([CH2:36][C@@H:34]3[CH2:33][O:32][C:31]([CH3:43])([CH3:30])[O:35]3)[N:38]=2)=[O:10])[CH2:2][CH2:3][CH2:4][CH2:5]1.